This data is from Forward reaction prediction with 1.9M reactions from USPTO patents (1976-2016). The task is: Predict the product of the given reaction. (1) Given the reactants [O:1]1[CH:5]=[CH:4][CH:3]=[C:2]1[C:6](=O)/[CH:7]=[N:8]/[OH:9].C1(C)C=CC(S(O)(=O)=O)=CC=1.[NH2:22][CH:23]([C:26]#[N:27])[C:24]#[N:25], predict the reaction product. The product is: [NH2:27][C:26]1[C:23]([C:24]#[N:25])=[N:22][C:6]([C:2]2[O:1][CH:5]=[CH:4][CH:3]=2)=[CH:7][N+:8]=1[O-:9]. (2) Given the reactants C([O:3][C:4]([C:6]1[NH:7][C:8]2[C:13]([C:14]=1[Cl:15])=[CH:12][C:11](Br)=[CH:10][CH:9]=2)=[O:5])C.[CH:17]1([C:23]2[CH:28]=[CH:27][C:26](B(O)O)=[CH:25][CH:24]=2)[CH2:22][CH2:21][CH2:20][CH2:19][CH2:18]1, predict the reaction product. The product is: [Cl:15][C:14]1[C:13]2[C:8](=[CH:9][CH:10]=[C:11]([C:20]3[CH:19]=[CH:18][C:17]([CH:23]4[CH2:28][CH2:27][CH2:26][CH2:25][CH2:24]4)=[CH:22][CH:21]=3)[CH:12]=2)[NH:7][C:6]=1[C:4]([OH:3])=[O:5]. (3) Given the reactants Br.[Br:2][C:3]1[CH:4]=[C:5]2[C:9](=[CH:10][CH:11]=1)[CH2:8][CH:7]([NH2:12])[CH2:6]2.N[C@H](C(O)=O)CCCCNC(=N)N.CCN(CC)CC.[CH3:33][C:34]([O:37][C:38](O[C:38]([O:37][C:34]([CH3:36])([CH3:35])[CH3:33])=[O:39])=[O:39])([CH3:36])[CH3:35], predict the reaction product. The product is: [Br:2][C:3]1[CH:4]=[C:5]2[C:9](=[CH:10][CH:11]=1)[CH2:8][CH:7]([NH:12][C:38](=[O:39])[O:37][C:34]([CH3:36])([CH3:35])[CH3:33])[CH2:6]2. (4) Given the reactants [C:1]([O:5][C:6](=[O:33])[NH:7][CH:8]1[CH2:13][CH2:12][CH:11]([NH:14][C:15](=[O:32])[C:16]2[CH:21]=[C:20]([OH:22])[CH:19]=[C:18]([O:23][C:24]3[CH:29]=[CH:28][C:27]([C:30]#[N:31])=[CH:26][CH:25]=3)[CH:17]=2)[CH2:10][CH2:9]1)([CH3:4])([CH3:3])[CH3:2].Cl[C:35]1[CH:36]=[CH:37][C:38]([N+:41]([O-:43])=[O:42])=[N:39][CH:40]=1, predict the reaction product. The product is: [C:1]([O:5][C:6](=[O:33])[NH:7][CH:8]1[CH2:13][CH2:12][CH:11]([NH:14][C:15](=[O:32])[C:16]2[CH:21]=[C:20]([O:22][C:35]3[CH:40]=[N:39][C:38]([N+:41]([O-:43])=[O:42])=[CH:37][CH:36]=3)[CH:19]=[C:18]([O:23][C:24]3[CH:29]=[CH:28][C:27]([C:30]#[N:31])=[CH:26][CH:25]=3)[CH:17]=2)[CH2:10][CH2:9]1)([CH3:4])([CH3:2])[CH3:3]. (5) Given the reactants OS(O)(=O)=O.[F:6][C:7]1[CH:8]=[C:9]([NH:13][C:14](=[O:21])[CH2:15][CH:16](OC)OC)[CH:10]=[CH:11][CH:12]=1, predict the reaction product. The product is: [F:6][C:7]1[CH:8]=[C:9]2[C:10]([CH:16]=[CH:15][C:14](=[O:21])[NH:13]2)=[CH:11][CH:12]=1. (6) The product is: [CH3:9][NH:8][C:6]1[CH:5]=[CH:4][N:3]=[C:2]([N:34]2[CH2:35][CH2:36][CH:31]([C:29]([NH:28][CH2:27][C:22]3[CH:23]=[CH:24][CH:25]=[CH:26][C:21]=3[C:20]([F:19])([F:37])[F:38])=[O:30])[CH2:32][CH2:33]2)[N:7]=1. Given the reactants Cl[C:2]1[N:7]=[C:6]([NH:8][CH3:9])[CH:5]=[CH:4][N:3]=1.C(N(C(C)C)CC)(C)C.[F:19][C:20]([F:38])([F:37])[C:21]1[CH:26]=[CH:25][CH:24]=[CH:23][C:22]=1[CH2:27][NH:28][C:29]([CH:31]1[CH2:36][CH2:35][NH:34][CH2:33][CH2:32]1)=[O:30], predict the reaction product. (7) Given the reactants [H-].[Na+].[NH:3]1[CH:7]=[CH:6][C:5]([C:8]([O:10][CH3:11])=[O:9])=[N:4]1.CS(O[CH:17]1[CH2:22][CH2:21][N:20]([C:23]([O:25][C:26]([CH3:29])([CH3:28])[CH3:27])=[O:24])[CH2:19][CH2:18]1)(=O)=O, predict the reaction product. The product is: [CH3:11][O:10][C:8]([C:5]1[CH:6]=[CH:7][N:3]([CH:17]2[CH2:22][CH2:21][N:20]([C:23]([O:25][C:26]([CH3:29])([CH3:28])[CH3:27])=[O:24])[CH2:19][CH2:18]2)[N:4]=1)=[O:9]. (8) Given the reactants Cl[C:2]1[CH:7]=[C:6]([C:8]([F:11])([F:10])[F:9])[CH:5]=[C:4]([Cl:12])[N:3]=1.O1CCC[CH2:14]1.C[Mg]Br.O, predict the reaction product. The product is: [Cl:12][C:4]1[CH:5]=[C:6]([C:8]([F:11])([F:10])[F:9])[CH:7]=[C:2]([CH3:14])[N:3]=1. (9) The product is: [CH3:28][C:26]1[CH:25]=[CH:24][N:23]=[C:22]([NH:21][C:19]2[S:18][C:13]3[CH2:14][CH2:15][CH2:16][CH2:17][C:10]4[NH:9][N:8]=[CH:29][C:11]=4[C:12]=3[N:20]=2)[N:27]=1. Given the reactants COC1C=CC(C[N:8]2[CH:29]=[C:11]3[C:12]4[N:20]=[C:19]([NH:21][C:22]5[N:27]=[C:26]([CH3:28])[CH:25]=[CH:24][N:23]=5)[S:18][C:13]=4[CH2:14][CH2:15][CH2:16][CH2:17][C:10]3=[N:9]2)=CC=1, predict the reaction product.